This data is from Catalyst prediction with 721,799 reactions and 888 catalyst types from USPTO. The task is: Predict which catalyst facilitates the given reaction. (1) Reactant: [CH3:1][O:2][C:3]1[CH:22]=[CH:21][C:6]([C:7]([C:9]2[C:18](=[O:19])[C:17]3[C:12](=[CH:13][CH:14]=[C:15]([CH3:20])[N:16]=3)[NH:11][CH:10]=2)=[O:8])=[CH:5][C:4]=1[CH3:23].Br[CH2:25][C:26]1[CH:31]=[CH:30][CH:29]=[C:28]([CH3:32])[N:27]=1. Product: [CH3:1][O:2][C:3]1[CH:22]=[CH:21][C:6]([C:7]([C:9]2[C:18](=[O:19])[C:17]3[C:12](=[CH:13][CH:14]=[C:15]([CH3:20])[N:16]=3)[N:11]([CH2:25][C:26]3[CH:31]=[CH:30][CH:29]=[C:28]([CH3:32])[N:27]=3)[CH:10]=2)=[O:8])=[CH:5][C:4]=1[CH3:23]. The catalyst class is: 9. (2) Reactant: [CH3:1][O:2][C:3]1[CH:8]=[CH:7][C:6]([N:9]2[CH2:22][CH2:21][C:12]3[NH:13][C:14]4[CH:15]=[CH:16][C:17]([CH3:20])=[CH:18][C:19]=4[C:11]=3[CH2:10]2)=[CH:5][CH:4]=1.[CH3:23][C:24]1[CH:29]=[CH:28][C:27]([CH:30]=[CH2:31])=[CH:26][N:25]=1.[OH-].[K+]. Product: [CH3:1][O:2][C:3]1[CH:8]=[CH:7][C:6]([N:9]2[CH2:22][CH2:21][C:12]3[N:13]([CH2:31][CH2:30][C:27]4[CH:26]=[N:25][C:24]([CH3:23])=[CH:29][CH:28]=4)[C:14]4[CH:15]=[CH:16][C:17]([CH3:20])=[CH:18][C:19]=4[C:11]=3[CH2:10]2)=[CH:5][CH:4]=1. The catalyst class is: 37. (3) The catalyst class is: 7. Reactant: [Cl:1][C:2]1[CH:3]=[C:4]([CH:9]=[CH:10][C:11]=1[CH2:12][N:13]1[CH2:18][CH2:17][N:16]([CH3:19])[CH2:15][CH2:14]1)[C:5]([O:7]C)=[O:6].[OH-].[Na+]. Product: [Cl:1][C:2]1[CH:3]=[C:4]([CH:9]=[CH:10][C:11]=1[CH2:12][N:13]1[CH2:14][CH2:15][N:16]([CH3:19])[CH2:17][CH2:18]1)[C:5]([OH:7])=[O:6]. (4) Reactant: [C:1]([O:5][C:6]([N:8]1[CH2:12][CH2:11][CH2:10][CH:9]1C1NC(C2C=CC(C3C=CN=C(OCC4C=CC=CC=4)C=3)=CC=2)=CN=1)=[O:7])([CH3:4])([CH3:3])[CH3:2].[H-].[Na+].CCl.[Cl-].[NH4+]. Product: [C:1]([O:5][C:6]([N:8]1[CH2:12][CH2:11][CH2:10][CH2:9]1)=[O:7])([CH3:4])([CH3:2])[CH3:3]. The catalyst class is: 3. (5) Reactant: [Br:1][C:2]1[CH:7]=[CH:6][C:5]([O:8][CH:9]=[CH2:10])=[CH:4][CH:3]=1.Cl[CH2:12]I.C([Zn]CC)C. Product: [Br:1][C:2]1[CH:7]=[CH:6][C:5]([O:8][CH:9]2[CH2:12][CH2:10]2)=[CH:4][CH:3]=1. The catalyst class is: 68.